This data is from Blood-brain barrier penetration binary classification data from Martins et al.. The task is: Regression/Classification. Given a drug SMILES string, predict its absorption, distribution, metabolism, or excretion properties. Task type varies by dataset: regression for continuous measurements (e.g., permeability, clearance, half-life) or binary classification for categorical outcomes (e.g., BBB penetration, CYP inhibition). Dataset: bbb_martins. (1) The drug is CC1(C)S[C@@H]2[C@H](NC(=O)[C@H](N)c3ccc(O)cc3)C(=O)N2[C@H]1C(=O)O.O.O.O. The result is 0 (does not penetrate BBB). (2) The result is 1 (penetrates BBB). The molecule is CCN(CC)CCCC(C)Nc1ccnc2cc(Cl)ccc12. (3) The compound is CCOC(=O)c1[nH]c2cc(OC)c(OC)cc2c1CCN1CCN(c2ccccc2)CC1. The result is 1 (penetrates BBB). (4) The compound is COc1ccc(-c2cc(=O)c3c(O)cc(O[C@@H]4O[C@H](CO[C@@H]5O[C@@H](C)[C@H](O)[C@@H](O)[C@H]5O)[C@@H](O)[C@H](O)[C@H]4O)cc3o2)cc1O. The result is 0 (does not penetrate BBB).